Predict the reaction yield, written as a fraction of the theoretical maximum amount of product (1.0 means a 100% yield; for example, 0.34 means a 34% yield). From a dataset of Reaction yield outcomes from USPTO patents with 853,638 reactions. (1) The reactants are N1C=CC=CC=1.[C:7](OC(=O)C)(=[O:9])[CH3:8].[F:14][C:15]1[CH:25]=[CH:24][C:18]([O:19][CH2:20][CH2:21][CH2:22][NH2:23])=[C:17]([N+:26]([O-:28])=[O:27])[CH:16]=1.Cl. The catalyst is O.ClCCl. The product is [F:14][C:15]1[CH:25]=[CH:24][C:18]([O:19][CH2:20][CH2:21][CH2:22][NH:23][C:7](=[O:9])[CH3:8])=[C:17]([N+:26]([O-:28])=[O:27])[CH:16]=1. The yield is 0.890. (2) The product is [CH2:15]([O:14][C:12](=[O:13])[CH2:11][CH2:10][N:2]([CH:3]1[CH2:8][CH2:7][CH2:6][CH2:5][CH2:4]1)[CH3:1])[CH3:16]. The yield is 0.800. The reactants are [CH3:1][NH:2][CH:3]1[CH2:8][CH2:7][CH2:6][CH2:5][CH2:4]1.Br[CH2:10][CH2:11][C:12]([O:14][CH2:15][CH3:16])=[O:13]. The catalyst is C(O)C. (3) The reactants are [Si]([O:8][C@@H:9]([CH3:36])[C@@H:10]([NH:24][C:25]1[C:33]2[CH:32]=[CH:31][S:30][C:29]=2[C:28]([C:34]#[N:35])=[CH:27][CH:26]=1)[C:11]1[O:12][C:13]([C:16]2[CH:21]=[CH:20][C:19]([C:22]#[N:23])=[CH:18][CH:17]=2)=[N:14][N:15]=1)(C(C)(C)C)(C)C.CCCC[N+](CCCC)(CCCC)CCCC.[F-]. The catalyst is C1COCC1. The product is [C:22]([C:19]1[CH:20]=[CH:21][C:16]([C:13]2[O:12][C:11]([C@H:10]([NH:24][C:25]3[C:33]4[CH:32]=[CH:31][S:30][C:29]=4[C:28]([C:34]#[N:35])=[CH:27][CH:26]=3)[C@@H:9]([OH:8])[CH3:36])=[N:15][N:14]=2)=[CH:17][CH:18]=1)#[N:23]. The yield is 0.630. (4) The reactants are Cl.[Cl:2][C:3]1[CH:4]=[N+:5]([O-:35])[CH:6]=[C:7]([Cl:34])[C:8]=1[CH2:9][C@@H:10]([C:19]1[CH:24]=[CH:23][C:22]([O:25][CH:26]([F:28])[F:27])=[C:21]([O:29][CH2:30][CH:31]2[CH2:33][CH2:32]2)[CH:20]=1)[O:11][C:12]([C@H:14]1[NH:18][CH2:17][CH2:16][S:15]1)=[O:13].[CH:36]1([CH:39]=O)[CH2:38][CH2:37]1.C([BH3-])#N.[Na+]. The catalyst is CO. The product is [Cl:2][C:3]1[CH:4]=[N+:5]([O-:35])[CH:6]=[C:7]([Cl:34])[C:8]=1[CH2:9][C@@H:10]([C:19]1[CH:24]=[CH:23][C:22]([O:25][CH:26]([F:28])[F:27])=[C:21]([O:29][CH2:30][CH:31]2[CH2:33][CH2:32]2)[CH:20]=1)[O:11][C:12]([C@H:14]1[N:18]([CH2:39][CH:36]2[CH2:38][CH2:37]2)[CH2:17][CH2:16][S:15]1)=[O:13]. The yield is 0.162. (5) The reactants are [CH3:1][C@H:2]1[N:7]2[C:8]3[N:14]=[C:13]([C:15]([OH:17])=O)[CH:12]=[CH:11][C:9]=3[CH:10]=[C:6]2[C:5](=[O:18])[NH:4][CH2:3]1.[CH:19]1[CH:20]=C[C:22]2[N:27](O)N=[N:25][C:23]=2[CH:24]=1.Cl.C(N=C=NCCCN(C)C)C.NC1C=NC=CC=1. The catalyst is CN(C=O)C.CN(C1C=CN=CC=1)C.CO.CCOCC. The product is [CH3:1][CH:2]1[N:7]2[C:8]3[N:14]=[C:13]([C:15]([NH:25][C:23]4[CH:22]=[N:27][CH:20]=[CH:19][CH:24]=4)=[O:17])[CH:12]=[CH:11][C:9]=3[CH:10]=[C:6]2[C:5](=[O:18])[NH:4][CH2:3]1. The yield is 0.340. (6) The reactants are Cl.O.[NH:3]1[CH2:8][CH2:7][C:6](=[O:9])[CH2:5][CH2:4]1.[C:10](=[O:13])([O-])[O-:11].[K+].[K+].S([C:20]1[CH:26]=[CH:25]C(C)=[CH:22][CH:21]=1)([O-])(=O)=O.[I-].[Na+]. The catalyst is C(#N)C. The product is [O:11]1[CH2:22][CH2:21][CH:20]([CH2:26][CH2:25][N:3]2[CH2:8][CH2:7][C:6](=[O:9])[CH2:5][CH2:4]2)[O:13][CH2:10]1. The yield is 0.980. (7) The reactants are [Cl:1][C:2]1[N:7]=[C:6]([NH:8][CH2:9][C@@H:10]2[CH2:15][CH2:14][CH2:13][N:12]([C:16]([O:18][C:19]([CH3:22])([CH3:21])[CH3:20])=[O:17])[CH2:11]2)[C:5](I)=[CH:4][N:3]=1.[Cl:24][C:25]1[CH:30]=[C:29]([O:31][CH3:32])[CH:28]=[CH:27][C:26]=1[C:33]#[C:34][Si](C)(C)C.CC(C)([O-])C.[K+]. The catalyst is CN1C(=O)CCC1.CCOC(C)=O.C1C=CC([P]([Pd]([P](C2C=CC=CC=2)(C2C=CC=CC=2)C2C=CC=CC=2)([P](C2C=CC=CC=2)(C2C=CC=CC=2)C2C=CC=CC=2)[P](C2C=CC=CC=2)(C2C=CC=CC=2)C2C=CC=CC=2)(C2C=CC=CC=2)C2C=CC=CC=2)=CC=1. The product is [Cl:1][C:2]1[N:3]=[CH:4][C:5]2[CH:34]=[C:33]([C:26]3[CH:27]=[CH:28][C:29]([O:31][CH3:32])=[CH:30][C:25]=3[Cl:24])[N:8]([CH2:9][C@@H:10]3[CH2:15][CH2:14][CH2:13][N:12]([C:16]([O:18][C:19]([CH3:22])([CH3:21])[CH3:20])=[O:17])[CH2:11]3)[C:6]=2[N:7]=1. The yield is 0.450.